This data is from NCI-60 drug combinations with 297,098 pairs across 59 cell lines. The task is: Regression. Given two drug SMILES strings and cell line genomic features, predict the synergy score measuring deviation from expected non-interaction effect. Cell line: HCT116. Synergy scores: CSS=58.3, Synergy_ZIP=0.0556, Synergy_Bliss=-1.51, Synergy_Loewe=-1.77, Synergy_HSA=2.42. Drug 2: CC1CC(C(C(C=C(C(C(C=CC=C(C(=O)NC2=CC(=O)C(=C(C1)C2=O)OC)C)OC)OC(=O)N)C)C)O)OC. Drug 1: CC1=C(C(=O)C2=C(C1=O)N3CC4C(C3(C2COC(=O)N)OC)N4)N.